Dataset: Forward reaction prediction with 1.9M reactions from USPTO patents (1976-2016). Task: Predict the product of the given reaction. (1) Given the reactants [N:1]1[C:10]2[C:5](=[CH:6][CH:7]=[CH:8][CH:9]=2)[CH:4]=[CH:3][C:2]=1[N:11]1[CH2:16][CH2:15][N:14]([CH2:17][CH2:18][CH2:19][CH2:20][C:21]([NH:23][C:24]2[CH2:29][CH2:28][CH2:27][CH2:26][C:25]=2[C:30]([O:32]CC)=O)=O)[CH2:13][CH2:12]1.O.[NH2:36][NH2:37], predict the reaction product. The product is: [NH2:36][N:37]1[C:30](=[O:32])[C:25]2[CH2:26][CH2:27][CH2:28][CH2:29][C:24]=2[N:23]=[C:21]1[CH2:20][CH2:19][CH2:18][CH2:17][N:14]1[CH2:13][CH2:12][N:11]([C:2]2[CH:3]=[CH:4][C:5]3[C:10](=[CH:9][CH:8]=[CH:7][CH:6]=3)[N:1]=2)[CH2:16][CH2:15]1. (2) Given the reactants N[C:2]1[CH:10]=[C:9]([C:11]([F:14])([F:13])[F:12])[CH:8]=[CH:7][C:3]=1[C:4]([OH:6])=[O:5].N([O-])=O.[Na+].[I-:19].[K+].S([O-])([O-])(=O)=S.[Na+].[Na+], predict the reaction product. The product is: [I:19][C:2]1[CH:10]=[C:9]([C:11]([F:14])([F:13])[F:12])[CH:8]=[CH:7][C:3]=1[C:4]([OH:6])=[O:5]. (3) Given the reactants [Na+].[Cl-].[Cl-].[K+].[Cl-].[Ca+2].[Cl-].[Cl-].[Mg+2].[Cl-].[CH2:11]1[N:16]([CH2:17][CH2:18][OH:19])[CH2:15][CH2:14][N:13]([CH2:20][CH2:21]S(O)(=O)=O)[CH2:12]1.[OH-].[Na+].[CH2:28]([N:45]([CH2:50]C(O)=O)[CH2:46][C:47](O)=O)[CH2:29][O:30]CCOCCN(CC(O)=O)CC(O)=O.[OH-].[K+].[CH3:56][C:57]1O[N:60]=[C:59](NS([C:66]2[CH:67]=[CH:68][C:69]([NH2:72])=[CH:70][CH:71]=2)(=O)=O)[CH:58]=1.C[O:74][C:75]1[CH:76]=[C:77]([CH2:85][C:86]2[CH:87]=[N:88]C(N)=NC=2N)[CH:78]=[C:79]([O:83][CH3:84])[C:80]=1OC.[CH3:94][C:95]1ON=C(NS(C2C=CC(N)=CC=2)(=O)=O)[CH:96]=1.CO[C:113]1[C:118](OC)=[C:117](OC)[CH:116]=[C:115]([CH2:123][C:124]2[C:129](N)=NC(N)=N[CH:125]=2)[CH:114]=1, predict the reaction product. The product is: [CH3:84][O:83][C:79]1[CH:80]=[CH:75][C:76]2[N:88]=[CH:87][CH:86]=[C:85]([C@H:18]([OH:19])[C@@H:17]3[N:16]4[CH2:11][C@H:12]([CH:28]=[CH2:29])[CH:57]([CH2:14][CH2:15]4)[CH2:56]3)[C:77]=2[CH:78]=1.[CH3:11][CH2:12][N:13]([CH2:14][CH2:15][NH:16][C:17]([C:66]1[CH:71]=[CH:70][C:69]([NH2:72])=[CH:68][CH:67]=1)=[O:30])[CH2:20][CH3:21].[CH:95]1[CH:94]=[CH:129][C:124]([CH:123]([N:13]2[CH2:12][CH2:11][N:16]([CH2:17][CH2:18][CH2:50][N:45]3[C:28](=[O:74])[NH:60][C:59]4[CH:58]=[CH:57][CH:56]=[CH:47][C:46]3=4)[CH2:15][CH2:14]2)[C:115]2[CH:116]=[CH:117][CH:118]=[CH:113][CH:114]=2)=[CH:125][CH:96]=1. (4) The product is: [F:35][C:36]1[CH:43]=[C:42]([O:26][CH2:25][C:11]2[S:10][C:9]([C:6]3[CH:7]=[CH:8][C:3]([C:2]([F:1])([F:27])[F:28])=[CH:4][CH:5]=3)=[N:13][C:12]=2[CH2:14][N:15]2[CH2:20][CH2:19][CH:18]([C:21]([F:22])([F:24])[F:23])[CH2:17][CH2:16]2)[C:41]([F:45])=[CH:40][C:37]=1[C:38]#[N:39]. Given the reactants [F:1][C:2]([F:28])([F:27])[C:3]1[CH:8]=[CH:7][C:6]([C:9]2[S:10][C:11]([CH2:25][OH:26])=[C:12]([CH2:14][N:15]3[CH2:20][CH2:19][CH:18]([C:21]([F:24])([F:23])[F:22])[CH2:17][CH2:16]3)[N:13]=2)=[CH:5][CH:4]=1.CC(C)([O-])C.[K+].[F:35][C:36]1[CH:43]=[C:42](F)[C:41]([F:45])=[CH:40][C:37]=1[C:38]#[N:39].O, predict the reaction product. (5) Given the reactants [NH2:1][C:2]1[C:11]2[C:6](=[C:7](I)[CH:8]=[CH:9][CH:10]=2)[N:5]=[N:4][C:3]=1[C:13]([NH:15][CH2:16][CH2:17][CH3:18])=[O:14].C(=O)(O)[O-].[Na+].O.[CH3:25][O:26][C:27]1[CH:32]=[CH:31][N:30]=[CH:29][C:28]=1B(O)O, predict the reaction product. The product is: [NH2:1][C:2]1[C:11]2[C:6](=[C:7]([C:28]3[CH:29]=[N:30][CH:31]=[CH:32][C:27]=3[O:26][CH3:25])[CH:8]=[CH:9][CH:10]=2)[N:5]=[N:4][C:3]=1[C:13]([NH:15][CH2:16][CH2:17][CH3:18])=[O:14]. (6) Given the reactants [N:1]1([CH2:8][CH2:9][O:10][C:11]2[CH:16]=[CH:15][C:14]([CH:17]([OH:37])[C:18]3[C:27]([C:28]4[CH:33]=[C:32]([F:34])[CH:31]=[CH:30][C:29]=4F)=[CH:26][CH:25]=[C:24]4[C:19]=3[CH:20]=[CH:21][C:22]([OH:36])=[CH:23]4)=[CH:13][CH:12]=2)[CH2:7][CH2:6][CH2:5][CH2:4][CH2:3][CH2:2]1.CC(C)([O-])C.[Na+], predict the reaction product. The product is: [N:1]1([CH2:8][CH2:9][O:10][C:11]2[CH:16]=[CH:15][C:14]([CH:17]3[O:37][C:29]4[C:28](=[CH:33][C:32]([F:34])=[CH:31][CH:30]=4)[C:27]4[C:18]3=[C:19]3[C:24](=[CH:25][CH:26]=4)[CH:23]=[C:22]([OH:36])[CH:21]=[CH:20]3)=[CH:13][CH:12]=2)[CH2:7][CH2:6][CH2:5][CH2:4][CH2:3][CH2:2]1. (7) Given the reactants [CH2:1]([N:3]1[CH:7]=[CH:6][N:5]=[CH:4]1)[CH3:2].[CH3:8][CH2:9][S:10]([OH:13])(=[O:12])=[O:11], predict the reaction product. The product is: [CH3:9][S:10]([O-:13])(=[O:12])=[O:11].[CH2:1]([N+:3]1[CH:7]=[CH:6][N:5]([CH3:8])[CH:4]=1)[CH3:2]. (8) Given the reactants [F:1][C:2]1[CH:31]=[CH:30][CH:29]=[CH:28][C:3]=1[CH2:4][C:5]1[C:6]2[CH2:27][NH:26][CH2:25][CH2:24][C:7]=2[N:8]=[C:9]([NH:11][C:12]2[CH:17]=[CH:16][C:15]([N:18]3[CH:22]=[CH:21][N:20]=[C:19]3[CH3:23])=[CH:14][CH:13]=2)[N:10]=1.[C:32](OC(=O)C)(=[O:34])[CH3:33], predict the reaction product. The product is: [F:1][C:2]1[CH:31]=[CH:30][CH:29]=[CH:28][C:3]=1[CH2:4][C:5]1[C:6]2[CH2:27][N:26]([C:32](=[O:34])[CH3:33])[CH2:25][CH2:24][C:7]=2[N:8]=[C:9]([NH:11][C:12]2[CH:13]=[CH:14][C:15]([N:18]3[CH:22]=[CH:21][N:20]=[C:19]3[CH3:23])=[CH:16][CH:17]=2)[N:10]=1. (9) Given the reactants [Cl:1][C:2]1[N:3]=[C:4]([C:9]([OH:11])=O)[NH:5][C:6]=1[CH2:7][CH3:8].S(Cl)(Cl)=O.[NH2:16][C:17]1[CH:37]=[CH:36][C:20]2[N:21]([CH2:25][C:26]3[CH:27]=[C:28]([CH:33]=[CH:34][CH:35]=3)[C:29]([O:31][CH3:32])=[O:30])[CH2:22][CH2:23][O:24][C:19]=2[CH:18]=1, predict the reaction product. The product is: [Cl:1][C:2]1[N:3]=[C:4]([C:9]([NH:16][C:17]2[CH:37]=[CH:36][C:20]3[N:21]([CH2:25][C:26]4[CH:27]=[C:28]([CH:33]=[CH:34][CH:35]=4)[C:29]([O:31][CH3:32])=[O:30])[CH2:22][CH2:23][O:24][C:19]=3[CH:18]=2)=[O:11])[NH:5][C:6]=1[CH2:7][CH3:8].